Regression. Given two drug SMILES strings and cell line genomic features, predict the synergy score measuring deviation from expected non-interaction effect. From a dataset of NCI-60 drug combinations with 297,098 pairs across 59 cell lines. Drug 1: C1CN1P(=S)(N2CC2)N3CC3. Drug 2: CC1C(C(CC(O1)OC2CC(CC3=C2C(=C4C(=C3O)C(=O)C5=C(C4=O)C(=CC=C5)OC)O)(C(=O)CO)O)N)O.Cl. Cell line: UACC62. Synergy scores: CSS=43.7, Synergy_ZIP=-10.1, Synergy_Bliss=-7.72, Synergy_Loewe=-4.35, Synergy_HSA=-3.20.